Dataset: Full USPTO retrosynthesis dataset with 1.9M reactions from patents (1976-2016). Task: Predict the reactants needed to synthesize the given product. (1) Given the product [NH2:24][C:21]1[CH:22]=[CH:23][C:18]([C:16]([NH:15][C:11]2[CH:12]=[CH:13][CH:14]=[C:9]([NH:8][C:5]3[CH:4]=[C:3]([C:32]4[C:40]5[C:35](=[CH:36][CH:37]=[CH:38][CH:39]=5)[NH:34][CH:33]=4)[C:2]([Cl:1])=[CH:7][N:6]=3)[CH:10]=2)=[O:17])=[CH:19][CH:20]=1, predict the reactants needed to synthesize it. The reactants are: [Cl:1][C:2]1[C:3]([C:32]2[C:40]3[C:35](=[CH:36][CH:37]=[CH:38][CH:39]=3)[N:34](S(C3C=CC=CC=3)(=O)=O)[CH:33]=2)=[CH:4][C:5]([NH:8][C:9]2[CH:10]=[C:11]([NH:15][C:16]([C:18]3[CH:23]=[CH:22][C:21]([NH:24]C(=O)OC(C)(C)C)=[CH:20][CH:19]=3)=[O:17])[CH:12]=[CH:13][CH:14]=2)=[N:6][CH:7]=1.C(O)(C(F)(F)F)=O.[OH-].[Na+].Cl. (2) Given the product [CH:5]12[N:8]([C:9]3[CH:16]=[CH:15][C:12]([CH2:13][NH2:14])=[CH:11][C:10]=3[C:17]([F:20])([F:18])[F:19])[CH:1]([CH2:7][CH2:6]1)[CH2:2][CH2:3][CH2:4]2, predict the reactants needed to synthesize it. The reactants are: [CH:1]12[N:8]([C:9]3[CH:16]=[CH:15][C:12]([C:13]#[N:14])=[CH:11][C:10]=3[C:17]([F:20])([F:19])[F:18])[CH:5]([CH2:6][CH2:7]1)[CH2:4][CH2:3][CH2:2]2.[H-].[H-].[H-].[H-].[Li+].[Al+3].